From a dataset of Peptide-MHC class II binding affinity with 134,281 pairs from IEDB. Regression. Given a peptide amino acid sequence and an MHC pseudo amino acid sequence, predict their binding affinity value. This is MHC class II binding data. (1) The peptide sequence is IDLTKIDRCFQLRGNG. The MHC is DRB1_0301 with pseudo-sequence DRB1_0301. The binding affinity (normalized) is 0. (2) The peptide sequence is YRSLQPEEFAVVDLS. The MHC is HLA-DQA10102-DQB10602 with pseudo-sequence HLA-DQA10102-DQB10602. The binding affinity (normalized) is 0.200. (3) The peptide sequence is PGQQRSIQDNQVAYL. The MHC is HLA-DQA10102-DQB10501 with pseudo-sequence HLA-DQA10102-DQB10501. The binding affinity (normalized) is 0.516. (4) The peptide sequence is GRRGAAEVLVVLSEL. The MHC is HLA-DQA10103-DQB10603 with pseudo-sequence HLA-DQA10103-DQB10603. The binding affinity (normalized) is 0. (5) The peptide sequence is QENWNTSIKTLKFDA. The MHC is DRB1_0802 with pseudo-sequence DRB1_0802. The binding affinity (normalized) is 0.113. (6) The peptide sequence is EKKYFAACQFEPLAA. The MHC is HLA-DQA10501-DQB10301 with pseudo-sequence HLA-DQA10501-DQB10301. The binding affinity (normalized) is 0.230. (7) The peptide sequence is HVSCRVKLSALTLKG. The MHC is DRB1_1101 with pseudo-sequence DRB1_1101. The binding affinity (normalized) is 0.652. (8) The peptide sequence is GLITIAVASGLLWVA. The MHC is DRB1_0701 with pseudo-sequence DRB1_0701. The binding affinity (normalized) is 0.677. (9) The peptide sequence is VHAQTVEDEARRMWA. The MHC is DRB1_0101 with pseudo-sequence DRB1_0101. The binding affinity (normalized) is 0.175.